This data is from Full USPTO retrosynthesis dataset with 1.9M reactions from patents (1976-2016). The task is: Predict the reactants needed to synthesize the given product. Given the product [CH3:5][C:4]1[NH:22][N:11]=[CH:13][C:3]=1[C:2](=[O:7])[CH3:1], predict the reactants needed to synthesize it. The reactants are: [CH3:1][C:2](=[O:7])[CH2:3][C:4](=O)[CH3:5].COC(OC)[N:11]([CH3:13])C.O1CCCC1.O.[NH2:22]N.